From a dataset of Catalyst prediction with 721,799 reactions and 888 catalyst types from USPTO. Predict which catalyst facilitates the given reaction. Reactant: [O:1]=[S:2]1(=[O:28])[C:7]2[CH:8]=[CH:9][CH:10]=[CH:11][C:6]=2[NH:5][C:4]([C:12]2[C:17](=[O:18])[N:16]([N:19]=[CH:20][CH:21]([CH3:23])[CH3:22])[C:15]3[CH:24]=[CH:25][S:26][C:14]=3[C:13]=2[OH:27])=[N:3]1.[CH3:29][OH:30].[BH4-].[Li+].Cl. Product: [O:28]=[S:2]1(=[O:1])[C:7]2[CH:8]=[CH:9][CH:10]=[CH:11][C:6]=2[NH:5][C:4]([C:12]2[C:17](=[O:18])[N:16]([NH:19][CH2:20][C:21]3[CH:22]=[CH:29][O:30][CH:23]=3)[C:15]3[CH:24]=[CH:25][S:26][C:14]=3[C:13]=2[OH:27])=[N:3]1. The catalyst class is: 30.